Predict the product of the given reaction. From a dataset of Forward reaction prediction with 1.9M reactions from USPTO patents (1976-2016). (1) Given the reactants Br[C:2]1[CH:3]=[C:4]([C:11](=O)[CH3:12])[CH:5]=[CH:6][C:7]=1[N+:8]([O-:10])=[O:9].[C:14]([NH2:17])(=[S:16])[CH3:15].C(OCC)(=O)C, predict the reaction product. The product is: [CH3:15][C:14]1[S:16][CH:12]=[C:11]([C:4]2[CH:5]=[CH:6][C:7]([N+:8]([O-:10])=[O:9])=[CH:2][CH:3]=2)[N:17]=1. (2) Given the reactants [Cl:1][C:2]1[CH:7]=[CH:6][C:5]([C:8]2[CH:13]=[CH:12][C:11]([NH:14][C:15](=[O:18])[C:16]#[CH:17])=[CH:10][CH:9]=2)=[CH:4][CH:3]=1.I[C:20]1[CH:25]=[CH:24][C:23]([CH2:26][CH2:27][N:28]2[CH2:32][CH2:31][CH2:30][CH2:29]2)=[CH:22][CH:21]=1, predict the reaction product. The product is: [Cl:1][C:2]1[CH:3]=[CH:4][C:5]([C:8]2[CH:13]=[CH:12][C:11]([NH:14][C:15](=[O:18])[C:16]#[C:17][C:20]3[CH:21]=[CH:22][C:23]([CH2:26][CH2:27][N:28]4[CH2:32][CH2:31][CH2:30][CH2:29]4)=[CH:24][CH:25]=3)=[CH:10][CH:9]=2)=[CH:6][CH:7]=1. (3) Given the reactants [C:1]([C:3]1[CH:12]=[CH:11][C:10]2[NH:9][C:8](=[O:13])[C:7]3[S:14][CH:15]=[CH:16][C:6]=3[C:5]=2[C:4]=1[C:17]1[CH:31]=[CH:30][C:20]([CH2:21][NH:22]C(=O)OC(C)(C)C)=[CH:19][CH:18]=1)#[N:2].[ClH:32], predict the reaction product. The product is: [ClH:32].[NH2:22][CH2:21][C:20]1[CH:30]=[CH:31][C:17]([C:4]2[C:5]3[C:6]4[CH:16]=[CH:15][S:14][C:7]=4[C:8](=[O:13])[NH:9][C:10]=3[CH:11]=[CH:12][C:3]=2[C:1]#[N:2])=[CH:18][CH:19]=1. (4) Given the reactants [CH2:1]([O:3][C:4]([C:6]1[N:11]=[C:10](Br)[C:9]2[N:13]=[C:14]([C:16]([CH3:19])([CH3:18])[CH3:17])[S:15][C:8]=2[C:7]=1[OH:20])=[O:5])[CH3:2].C[C:22]([N:24](C)C)=O, predict the reaction product. The product is: [CH2:1]([O:3][C:4]([C:6]1[N:11]=[C:10]([C:22]#[N:24])[C:9]2[N:13]=[C:14]([C:16]([CH3:19])([CH3:18])[CH3:17])[S:15][C:8]=2[C:7]=1[OH:20])=[O:5])[CH3:2]. (5) Given the reactants [S:1]1[CH:5]=[CH:4][N:3]=[C:2]1[N:6]1[CH2:11][CH2:10][CH:9]([C:12]([O:14]CC)=[O:13])[CH2:8][CH2:7]1.[Li+:17].[OH-], predict the reaction product. The product is: [S:1]1[CH:5]=[CH:4][N:3]=[C:2]1[N:6]1[CH2:11][CH2:10][CH:9]([C:12]([O-:14])=[O:13])[CH2:8][CH2:7]1.[Li+:17]. (6) Given the reactants Br[C:2]1[CH:11]=[C:10]2[C:5]([C:6]([N:13]3[CH2:17][CH2:16][CH2:15][CH2:14]3)=[N:7][C:8]([CH3:12])=[N:9]2)=[CH:4][CH:3]=1.[CH3:18][O:19][C:20]1[CH:25]=[CH:24][C:23](B(O)O)=[CH:22][CH:21]=1.[O:29]1CCOCC1.C(COC)OC, predict the reaction product. The product is: [CH:20]([OH:19])=[O:29].[CH3:18][O:19][C:20]1[CH:25]=[CH:24][C:23]([C:2]2[CH:11]=[C:10]3[C:5]([C:6]([N:13]4[CH2:17][CH2:16][CH2:15][CH2:14]4)=[N:7][C:8]([CH3:12])=[N:9]3)=[CH:4][CH:3]=2)=[CH:22][CH:21]=1.